From a dataset of Reaction yield outcomes from USPTO patents with 853,638 reactions. Predict the reaction yield, written as a fraction of the theoretical maximum amount of product (1.0 means a 100% yield; for example, 0.34 means a 34% yield). (1) The reactants are Cl[C:2]1[C:3]2[N:4]([CH:11]=[CH:12][CH:13]=2)[N:5]=[CH:6][C:7]=1[C:8]([NH2:10])=[O:9].Cl.[F:15][C:16]([CH3:21])([CH3:20])[C@H:17]([NH2:19])[CH3:18].C(N(C(C)C)CC)(C)C. The catalyst is CN1C(=O)CCC1.CO. The product is [F:15][C:16]([CH3:21])([CH3:20])[C@H:17]([NH:19][C:2]1[C:3]2[N:4]([CH:11]=[CH:12][CH:13]=2)[N:5]=[CH:6][C:7]=1[C:8]([NH2:10])=[O:9])[CH3:18]. The yield is 0.330. (2) The reactants are [CH3:1][O:2][C:3](=[O:13])[C:4]1[CH:9]=[CH:8][C:7]([C:10](=O)[CH3:11])=[CH:6][CH:5]=1.Cl.[NH2:15][OH:16].C([O-])(=O)C.[Na+]. The catalyst is CO. The product is [OH:16][N:15]=[C:10]([C:7]1[CH:8]=[CH:9][C:4]([C:3]([O:2][CH3:1])=[O:13])=[CH:5][CH:6]=1)[CH3:11]. The yield is 0.960.